From a dataset of Reaction yield outcomes from USPTO patents with 853,638 reactions. Predict the reaction yield, written as a fraction of the theoretical maximum amount of product (1.0 means a 100% yield; for example, 0.34 means a 34% yield). (1) The reactants are [F:1][C:2]1[CH:40]=[CH:39][C:5]([CH2:6][N:7]2[C:11]3[CH:12]=[N:13][C:14]4[C:15](=[O:29])[N:16]([O:20][CH2:21][O:22][CH2:23][CH2:24][Si:25]([CH3:28])([CH3:27])[CH3:26])[CH2:17][CH2:18][C:19]=4[C:10]=3[C:9]([C:30]#[C:31][CH2:32][N:33]3[CH2:38][CH2:37][O:36][CH2:35][CH2:34]3)=[CH:8]2)=[CH:4][CH:3]=1.[H][H]. The catalyst is CO.[OH-].[OH-].[Pd+2]. The product is [F:1][C:2]1[CH:3]=[CH:4][C:5]([CH2:6][N:7]2[C:11]3[CH:12]=[N:13][C:14]4[C:15](=[O:29])[N:16]([O:20][CH2:21][O:22][CH2:23][CH2:24][Si:25]([CH3:28])([CH3:26])[CH3:27])[CH2:17][CH2:18][C:19]=4[C:10]=3[C:9]([CH2:30][CH2:31][CH2:32][N:33]3[CH2:34][CH2:35][O:36][CH2:37][CH2:38]3)=[CH:8]2)=[CH:39][CH:40]=1. The yield is 0.600. (2) The reactants are Br[CH2:2][CH2:3][O:4][C:5](=[O:10])[C:6]([CH3:9])([CH3:8])[CH3:7].[C:11]([O:15][C:16](=[O:24])[NH:17][C@@H:18]1[CH2:23][CH2:22][CH2:21][NH:20][CH2:19]1)([CH3:14])([CH3:13])[CH3:12].C(=O)([O-])[O-].[K+].[K+].[I-].[Na+]. The catalyst is CN(C=O)C. The product is [C:11]([O:15][C:16]([NH:17][C@@H:18]1[CH2:23][CH2:22][CH2:21][N:20]([CH2:2][CH2:3][O:4][C:5](=[O:10])[C:6]([CH3:9])([CH3:8])[CH3:7])[CH2:19]1)=[O:24])([CH3:14])([CH3:12])[CH3:13]. The yield is 0.880.